Dataset: Peptide-MHC class I binding affinity with 185,985 pairs from IEDB/IMGT. Task: Regression. Given a peptide amino acid sequence and an MHC pseudo amino acid sequence, predict their binding affinity value. This is MHC class I binding data. (1) The peptide sequence is AGFAAGLTY. The MHC is HLA-A26:01 with pseudo-sequence HLA-A26:01. The binding affinity (normalized) is 0. (2) The peptide sequence is WQGPSAAAY. The MHC is HLA-B15:17 with pseudo-sequence HLA-B15:17. The binding affinity (normalized) is 0.569. (3) The peptide sequence is GEIFGLLGP. The MHC is HLA-B15:09 with pseudo-sequence HLA-B15:09. The binding affinity (normalized) is 0.0847. (4) The peptide sequence is QILDNAAKY. The MHC is HLA-A03:01 with pseudo-sequence HLA-A03:01. The binding affinity (normalized) is 0. (5) The peptide sequence is QQQGQTVTK. The MHC is HLA-A11:01 with pseudo-sequence HLA-A11:01. The binding affinity (normalized) is 0.430. (6) The peptide sequence is EETLLTTWL. The MHC is HLA-B18:01 with pseudo-sequence HLA-B18:01. The binding affinity (normalized) is 0.429.